From a dataset of NCI-60 drug combinations with 297,098 pairs across 59 cell lines. Regression. Given two drug SMILES strings and cell line genomic features, predict the synergy score measuring deviation from expected non-interaction effect. (1) Drug 1: CN(C)N=NC1=C(NC=N1)C(=O)N. Drug 2: CS(=O)(=O)OCCCCOS(=O)(=O)C. Cell line: OVCAR-5. Synergy scores: CSS=0.187, Synergy_ZIP=-1.64, Synergy_Bliss=-1.40, Synergy_Loewe=-4.86, Synergy_HSA=-2.80. (2) Drug 1: C1=CC=C(C=C1)NC(=O)CCCCCCC(=O)NO. Drug 2: CCN(CC)CCNC(=O)C1=C(NC(=C1C)C=C2C3=C(C=CC(=C3)F)NC2=O)C. Cell line: HOP-62. Synergy scores: CSS=11.9, Synergy_ZIP=-0.0732, Synergy_Bliss=4.54, Synergy_Loewe=-1.24, Synergy_HSA=1.31. (3) Drug 1: CC1=CC2C(CCC3(C2CCC3(C(=O)C)OC(=O)C)C)C4(C1=CC(=O)CC4)C. Drug 2: CC1=C2C(C(=O)C3(C(CC4C(C3C(C(C2(C)C)(CC1OC(=O)C(C(C5=CC=CC=C5)NC(=O)C6=CC=CC=C6)O)O)OC(=O)C7=CC=CC=C7)(CO4)OC(=O)C)O)C)OC(=O)C. Cell line: SW-620. Synergy scores: CSS=50.4, Synergy_ZIP=13.8, Synergy_Bliss=15.5, Synergy_Loewe=-28.7, Synergy_HSA=13.3. (4) Drug 1: CC1=C(C(CCC1)(C)C)C=CC(=CC=CC(=CC(=O)O)C)C. Drug 2: CC1CCCC2(C(O2)CC(NC(=O)CC(C(C(=O)C(C1O)C)(C)C)O)C(=CC3=CSC(=N3)C)C)C. Cell line: BT-549. Synergy scores: CSS=50.2, Synergy_ZIP=8.37, Synergy_Bliss=7.92, Synergy_Loewe=-22.1, Synergy_HSA=5.24. (5) Drug 1: C(=O)(N)NO. Drug 2: CN(CC1=CN=C2C(=N1)C(=NC(=N2)N)N)C3=CC=C(C=C3)C(=O)NC(CCC(=O)O)C(=O)O. Cell line: HOP-62. Synergy scores: CSS=39.6, Synergy_ZIP=7.51, Synergy_Bliss=6.79, Synergy_Loewe=-7.38, Synergy_HSA=8.23.